Dataset: Full USPTO retrosynthesis dataset with 1.9M reactions from patents (1976-2016). Task: Predict the reactants needed to synthesize the given product. (1) Given the product [CH3:1][O:2][N:3]=[C:4]([C:13]1[CH:18]=[CH:17][C:16]([Cl:19])=[CH:15][CH:14]=1)[CH:5]([NH2:20])[CH2:6][CH:7]1[CH2:11][CH2:10][CH2:9][CH2:8]1, predict the reactants needed to synthesize it. The reactants are: [CH3:1][O:2][N:3]=[C:4]([C:13]1[CH:18]=[CH:17][C:16]([Cl:19])=[CH:15][CH:14]=1)[CH:5](Br)[CH2:6][CH:7]1[CH2:11][CH2:10][CH2:9][CH2:8]1.[NH3:20]. (2) Given the product [BrH:14].[OH:2][C:3]1[CH:4]=[CH:5][C:6]2[CH2:12][CH2:11][CH2:10][NH:9][CH2:8][C:7]=2[CH:13]=1, predict the reactants needed to synthesize it. The reactants are: C[O:2][C:3]1[CH:4]=[CH:5][C:6]2[CH2:12][CH2:11][CH2:10][NH:9][CH2:8][C:7]=2[CH:13]=1.[BrH:14].